This data is from NCI-60 drug combinations with 297,098 pairs across 59 cell lines. The task is: Regression. Given two drug SMILES strings and cell line genomic features, predict the synergy score measuring deviation from expected non-interaction effect. (1) Drug 1: C(CC(=O)O)C(=O)CN.Cl. Drug 2: CCN(CC)CCCC(C)NC1=C2C=C(C=CC2=NC3=C1C=CC(=C3)Cl)OC. Cell line: SK-MEL-28. Synergy scores: CSS=12.2, Synergy_ZIP=-6.76, Synergy_Bliss=-6.01, Synergy_Loewe=-5.42, Synergy_HSA=-4.57. (2) Drug 1: C1=CC(=CC=C1C#N)C(C2=CC=C(C=C2)C#N)N3C=NC=N3. Drug 2: CC1=C(C(=O)C2=C(C1=O)N3CC4C(C3(C2COC(=O)N)OC)N4)N. Cell line: SF-268. Synergy scores: CSS=16.7, Synergy_ZIP=-2.54, Synergy_Bliss=5.67, Synergy_Loewe=-2.84, Synergy_HSA=0.883. (3) Drug 1: C1=CN(C(=O)N=C1N)C2C(C(C(O2)CO)O)O.Cl. Drug 2: C1=CN(C=N1)CC(O)(P(=O)(O)O)P(=O)(O)O. Cell line: OVCAR-8. Synergy scores: CSS=33.4, Synergy_ZIP=0.434, Synergy_Bliss=-0.454, Synergy_Loewe=-12.9, Synergy_HSA=0.221. (4) Drug 1: CC(C1=C(C=CC(=C1Cl)F)Cl)OC2=C(N=CC(=C2)C3=CN(N=C3)C4CCNCC4)N. Drug 2: COC1=C2C(=CC3=C1OC=C3)C=CC(=O)O2. Cell line: OVCAR-8. Synergy scores: CSS=3.19, Synergy_ZIP=2.39, Synergy_Bliss=5.25, Synergy_Loewe=1.42, Synergy_HSA=4.01. (5) Drug 2: CN(C(=O)NC(C=O)C(C(C(CO)O)O)O)N=O. Drug 1: C1=NC(=NC(=O)N1C2C(C(C(O2)CO)O)O)N. Synergy scores: CSS=23.1, Synergy_ZIP=-7.30, Synergy_Bliss=0.806, Synergy_Loewe=-32.2, Synergy_HSA=-0.457. Cell line: IGROV1.